The task is: Predict the product of the given reaction.. This data is from Forward reaction prediction with 1.9M reactions from USPTO patents (1976-2016). Given the reactants C[O:2][C:3]1[CH:4]=[CH:5][C:6]2[O:10][C:9]([C:11]([O:13][CH2:14][CH3:15])=[O:12])=[CH:8][C:7]=2[CH:16]=1, predict the reaction product. The product is: [OH:2][C:3]1[CH:4]=[CH:5][C:6]2[O:10][C:9]([C:11]([O:13][CH2:14][CH3:15])=[O:12])=[CH:8][C:7]=2[CH:16]=1.